Dataset: Full USPTO retrosynthesis dataset with 1.9M reactions from patents (1976-2016). Task: Predict the reactants needed to synthesize the given product. Given the product [CH2:19]([O:20][C:4](=[O:16])[C:5]([S:6][C:2](=[O:3])[CH3:1])([CH3:15])[CH2:7][CH2:8][CH2:9][CH2:10][CH2:11][CH2:12][CH2:13][CH3:14])[CH3:18], predict the reactants needed to synthesize it. The reactants are: [CH3:1][C:2]1(C)[S:6][C:5]([CH3:15])([CH2:7][CH2:8][CH2:9][CH2:10][CH2:11][CH2:12][CH2:13][CH3:14])[C:4](=[O:16])[O:3]1.[CH3:18][CH2:19][O-:20].[Na+].CCN(CC)CC.C(Cl)(=O)C.